This data is from Reaction yield outcomes from USPTO patents with 853,638 reactions. The task is: Predict the reaction yield, written as a fraction of the theoretical maximum amount of product (1.0 means a 100% yield; for example, 0.34 means a 34% yield). (1) The reactants are [C:1]([OH:12])(=O)[C:2]1[CH:10]=[C:8]([OH:9])[C:6]([OH:7])=[C:4]([OH:5])[CH:3]=1.Cl.[N+:14]([C:17]1(OCC)[CH:22]=[CH:21][C:20](N)=[CH:19][CH2:18]1)([O-:16])=[O:15].Cl.C[N:29](C)[CH2:30][CH2:31]CN=C=NCC.C(N(CC)CC)C. The catalyst is ClCCl.O.CN(C=O)C. The product is [OH:9][C:8]1[CH:10]=[C:2]([CH:3]=[C:4]([OH:5])[C:6]=1[OH:7])[C:1]([NH:29][CH2:30][CH2:31][C:20]1[CH:19]=[CH:18][C:17]([N+:14]([O-:16])=[O:15])=[CH:22][CH:21]=1)=[O:12]. The yield is 0.420. (2) The reactants are [Cl:1][C:2]1[C:3]([O:12][C:13]2[CH:18]=[C:17]([O:19][CH2:20][C:21]([N:23]([CH2:26][CH3:27])[CH2:24][CH3:25])=[O:22])[CH:16]=[CH:15][C:14]=2[CH2:28][CH2:29][C:30](O)=[O:31])=[N:4][CH:5]=[C:6]([C:8]([F:11])([F:10])[F:9])[CH:7]=1.[CH2:33]([S:38]([NH2:41])(=[O:40])=[O:39])[CH2:34][CH2:35][CH2:36][CH3:37].N12CCCN=C1CCCCC2.Cl. The catalyst is O1CCCC1.C(OCC)(=O)C. The product is [Cl:1][C:2]1[C:3]([O:12][C:13]2[CH:18]=[C:17]([O:19][CH2:20][C:21]([N:23]([CH2:24][CH3:25])[CH2:26][CH3:27])=[O:22])[CH:16]=[CH:15][C:14]=2[CH2:28][CH2:29][C:30]([NH:41][S:38]([CH2:33][CH2:34][CH2:35][CH2:36][CH3:37])(=[O:40])=[O:39])=[O:31])=[N:4][CH:5]=[C:6]([C:8]([F:11])([F:10])[F:9])[CH:7]=1. The yield is 0.690.